Dataset: Experimentally validated miRNA-target interactions with 360,000+ pairs, plus equal number of negative samples. Task: Binary Classification. Given a miRNA mature sequence and a target amino acid sequence, predict their likelihood of interaction. (1) The miRNA is rno-miR-26b-5p with sequence UUCAAGUAAUUCAGGAUAGGU. The protein sequence of the target gene is MEKTKEKAERILLEPYRYLLQLPGKQVRSKLSQAFNHWLKVPEDKLQIIIEVTEMLHNASLLIDDIEDSSKLRRGFPVAHSIYGVPSVINSANYVYFLGLEKVLTLDHPDAVKLFTRQLLELHQGQGLDIYWRDTYTCPTEEEYKAMVLQKTGGLFGLAVGLMQLFSDYKEDLKPLLDTLGLFFQIRDDYANLHSKEYSENKSFCEDLTEGKFSFPTIHAIWSRPESTQVQNILRQRTENIDIKKYCVQYLEDVGSFAYTRHTLRELEAKAYKQIEACGGNPSLVALVKHLSKMFTEENK.... Result: 0 (no interaction). (2) The miRNA is hsa-miR-548ad-5p with sequence AAAAGUAAUUGUGGUUUUUG. The protein sequence of the target gene is MALQVELIPTGEIIRVVHPHRPCKLALGSDGVRVTMESALTARDRVGVQDFVLLENFTSEAAFIENLRRRFRENLIYTYIGPVLVSVNPYRDLQIYSRQHMERYRGVSFYEVPPHLFAVADTVYRALRTERRDQAVMISGESGAGKTEATKRLLQFYAETCPAPERGGAVRDRLLQSNPVLEAFGNAKTLRNDNSSRFGKYMDVQFDFKGAPVGGHILSYLLEKSRVVHQNHGERNFHVFYQLLEGGEEETLRRLGLERNPQSYLYLVKGQCAKVSSINDKSDWKVMRKALSVIDFTEDE.... Result: 0 (no interaction). (3) The miRNA is hsa-miR-4424 with sequence AGAGUUAACUCAAAAUGGACUA. The protein sequence of the target gene is MPGGKKVAGGGSSGATPTSAAATAPSGVRRLETSEGTSAQRDEEPEEEGEEDLRDGGVPFFVNRGGLPVDEATWERMWKHVAKIHPDGEKVAQRIRGATDLPKIPIPSVPTFQPSTPVPERLEAVQRYIRELQYNHTGTQFFEIKKSRPLTGLMDLAKEMTKEALPIKCLEAVILGIYLTNSMPTLERFPISFKTYFSGNYFRHIVLGVNFAGRYGALGMSRREDLMYKPPAFRTLSELVLDFEAAYGRCWHVLKKVKLGQSVSHDPHSVEQIEWKHSVLDVERLGRDDFRKELERHARD.... Result: 0 (no interaction). (4) The miRNA is hsa-miR-365a-3p with sequence UAAUGCCCCUAAAAAUCCUUAU. The protein sequence of the target gene is MASLGRQVPEWHRLLALSWACLVRQTPHLREQKQMSPSLSCKLTTVPGRGSFQEFSSITPQKYMQEPENRTRLVQCLHEEQKPCVDPESLEPEKVIRSLQDMGFAEAHIHSLFSIQPSVHPQQLLGIVSELLLLGLNPEPVFNALKKNPQLLKLSSMQMKRRSSYLRKLGLGEGKLKRVLSVCPEVFTMHQRDIDRVVKVLREKCLFTAQHITDVLHRCPTVLQEDPNELEYKFQYAYFRMGLTHLDIVRTNFLQYSITKIKQRHIYLERLGRYQTPDKKGQTQIPNPSLRNILRVSEAE.... Result: 0 (no interaction).